This data is from Reaction yield outcomes from USPTO patents with 853,638 reactions. The task is: Predict the reaction yield, written as a fraction of the theoretical maximum amount of product (1.0 means a 100% yield; for example, 0.34 means a 34% yield). (1) The reactants are [CH3:1][N:2]([CH3:18])[CH2:3][CH2:4][N:5]1[CH2:10][CH2:9][S:8][C:7]2[CH:11]=[C:12]([N+:15]([O-])=O)[CH:13]=[CH:14][C:6]1=2.O.NN. The catalyst is CO.[Ni]. The product is [CH3:1][N:2]([CH3:18])[CH2:3][CH2:4][N:5]1[CH2:10][CH2:9][S:8][C:7]2[CH:11]=[C:12]([NH2:15])[CH:13]=[CH:14][C:6]1=2. The yield is 0.990. (2) The reactants are [OH:1][CH2:2][C:3]1[CH:4]=[C:5]([C:9]2[N:10]=[C:11]([N:22]3[CH2:27][CH2:26][O:25][CH2:24][CH2:23]3)[C:12]3[N:17]=[N:16][N:15]([CH2:18][C:19]([OH:21])=O)[C:13]=3[N:14]=2)[CH:6]=[CH:7][CH:8]=1.CCN=C=NCCCN(C)C.[NH2:39][C:40]1[CH:41]=[N:42][CH:43]=[CH:44][CH:45]=1. The catalyst is C(#N)C. The product is [OH:1][CH2:2][C:3]1[CH:4]=[C:5]([C:9]2[N:10]=[C:11]([N:22]3[CH2:23][CH2:24][O:25][CH2:26][CH2:27]3)[C:12]3[N:17]=[N:16][N:15]([CH2:18][C:19]([NH:39][C:40]4[CH:41]=[N:42][CH:43]=[CH:44][CH:45]=4)=[O:21])[C:13]=3[N:14]=2)[CH:6]=[CH:7][CH:8]=1. The yield is 0.520. (3) The reactants are [N:1]1[CH:6]=[CH:5][CH:4]=[CH:3][C:2]=1[CH2:7][O:8][C:9]1[CH:16]=[CH:15][C:12]([C:13]#[N:14])=[CH:11][CH:10]=1.[H-].[Al+3].[Li+].[H-].[H-].[H-]. The catalyst is O1CCCC1. The product is [N:1]1[CH:6]=[CH:5][CH:4]=[CH:3][C:2]=1[CH2:7][O:8][C:9]1[CH:16]=[CH:15][C:12]([CH2:13][NH2:14])=[CH:11][CH:10]=1. The yield is 0.900. (4) The yield is 0.760. The product is [Br:1][C:2]1[CH:3]=[CH:4][C:5]([F:27])=[C:6]([C:8]23[CH2:9][O:10][CH2:11][CH:12]2[CH2:13][S:17][C:16]([NH:18][C:19](=[O:26])[C:20]2[CH:25]=[CH:24][CH:23]=[CH:22][CH:21]=2)=[N:15]3)[CH:7]=1. The catalyst is O1CCCC1. The reactants are [Br:1][C:2]1[CH:3]=[CH:4][C:5]([F:27])=[C:6]([C:8]2([NH:15][C:16]([NH:18][C:19](=[O:26])[C:20]3[CH:25]=[CH:24][CH:23]=[CH:22][CH:21]=3)=[S:17])[CH:12]([CH2:13]O)[CH2:11][O:10][CH2:9]2)[CH:7]=1.C1(P(C2C=CC=CC=2)C2C=CC=CC=2)C=CC=CC=1.N(C(OC(C)(C)C)=O)=NC(OC(C)(C)C)=O. (5) The reactants are [Cl:1][C:2]1[CH:3]=[C:4]([C:9](=O)[CH3:10])[CH:5]=[CH:6][C:7]=1[Cl:8].[NH2:12][C:13]([NH2:15])=[S:14]. No catalyst specified. The product is [NH2:15][C:13]1[S:14][CH:10]=[C:9]([C:4]2[CH:5]=[CH:6][C:7]([Cl:8])=[C:2]([Cl:1])[CH:3]=2)[N:12]=1. The yield is 0.778. (6) The reactants are N([O-])=O.[Na+].N[C:6]1[N:7]([C:17]2[C:26]3[C:21](=[CH:22][CH:23]=[CH:24][CH:25]=3)[C:20]([CH:27]3[CH2:29][CH2:28]3)=[CH:19][CH:18]=2)[C:8]([S:11][CH2:12][C:13]([O:15][CH3:16])=[O:14])=[N:9][N:10]=1.ClC(Cl)C(O)=O.ClCCl.C(Br)(Br)[Br:40]. The catalyst is [Cl-].C([N+](CC)(CC)CC)C1C=CC=CC=1. The product is [Br:40][C:6]1[N:7]([C:17]2[C:26]3[C:21](=[CH:22][CH:23]=[CH:24][CH:25]=3)[C:20]([CH:27]3[CH2:29][CH2:28]3)=[CH:19][CH:18]=2)[C:8]([S:11][CH2:12][C:13]([O:15][CH3:16])=[O:14])=[N:9][N:10]=1. The yield is 0.850.